Dataset: Full USPTO retrosynthesis dataset with 1.9M reactions from patents (1976-2016). Task: Predict the reactants needed to synthesize the given product. (1) Given the product [S:1]1[C:5]2[CH:6]=[CH:7][CH:8]=[CH:9][C:4]=2[N:3]=[C:2]1[CH2:16][C:15]1[CH:18]=[C:11]([Br:10])[CH:12]=[CH:13][C:14]=1[Cl:19], predict the reactants needed to synthesize it. The reactants are: [S:1]1[C:5]2[CH:6]=[CH:7][CH:8]=[CH:9][C:4]=2[N:3]=[CH:2]1.[Br:10][C:11]1[CH:12]=[CH:13][C:14]([Cl:19])=[C:15]([CH:18]=1)[CH:16]=O. (2) Given the product [CH:37]1([C@@:34]([OH:36])([CH3:35])[CH2:33][NH:32][C:3](=[O:12])[C:4]2[CH:9]=[C:8]([C:24]3[CH:25]=[CH:26][C:21]([O:20][C:19]([F:31])([F:30])[F:18])=[CH:22][CH:23]=3)[C:7]([O:17][CH2:16][CH:13]3[CH2:15][CH2:14]3)=[N:6][CH:5]=2)[CH2:39][CH2:38]1, predict the reactants needed to synthesize it. The reactants are: CO[C:3](=[O:12])[C:4]1[CH:9]=[C:8](Br)[C:7](Cl)=[N:6][CH:5]=1.[CH:13]1([CH2:16][OH:17])[CH2:15][CH2:14]1.[F:18][C:19]([F:31])([F:30])[O:20][C:21]1[CH:26]=[CH:25][C:24](B(O)O)=[CH:23][CH:22]=1.[NH2:32][CH2:33][C:34]([CH:37]1[CH2:39][CH2:38]1)([OH:36])[CH3:35].